Predict the reactants needed to synthesize the given product. From a dataset of Full USPTO retrosynthesis dataset with 1.9M reactions from patents (1976-2016). Given the product [Cl:1][C:2]1[N:3]=[CH:4][C:5]2[C:10]([CH3:12])([CH3:11])[CH2:9][N:8]([S:25]([C:15]3[C:24]4[C:19](=[CH:20][CH:21]=[CH:22][CH:23]=4)[CH:18]=[CH:17][CH:16]=3)(=[O:27])=[O:26])[C:6]=2[N:7]=1, predict the reactants needed to synthesize it. The reactants are: [Cl:1][C:2]1[N:3]=[CH:4][C:5]2[C:10]([CH3:12])([CH3:11])[CH2:9][NH:8][C:6]=2[N:7]=1.[H-].[Na+].[C:15]1([S:25](Cl)(=[O:27])=[O:26])[C:24]2[C:19](=[CH:20][CH:21]=[CH:22][CH:23]=2)[CH:18]=[CH:17][CH:16]=1.